The task is: Predict the reactants needed to synthesize the given product.. This data is from Full USPTO retrosynthesis dataset with 1.9M reactions from patents (1976-2016). (1) Given the product [NH2:8][CH2:9][C@H:10]([N:15]1[CH2:20][CH2:19][N:18]([S:21]([C:24]2[CH:25]=[CH:26][C:27]([CH3:30])=[CH:28][CH:29]=2)(=[O:23])=[O:22])[CH2:17][CH2:16]1)[C:11]([O:13][CH3:14])=[O:12], predict the reactants needed to synthesize it. The reactants are: C(OC([NH:8][CH2:9][C@H:10]([N:15]1[CH2:20][CH2:19][N:18]([S:21]([C:24]2[CH:29]=[CH:28][C:27]([CH3:30])=[CH:26][CH:25]=2)(=[O:23])=[O:22])[CH2:17][CH2:16]1)[C:11]([O:13][CH3:14])=[O:12])=O)(C)(C)C.FC(F)(F)C(O)=O.C(=O)([O-])O.[Na+]. (2) The reactants are: C([O:8][C:9]1[C:10](Cl)=[N:11][C:12]2[C:17]([C:18]=1[Cl:19])=[CH:16][C:15]([C:20]([OH:38])([C:32]1[N:36]([CH3:37])[N:35]=[N:34][CH:33]=1)[CH:21]1[CH2:24][N:23]([C:25]([O:27][C:28]([CH3:31])([CH3:30])[CH3:29])=[O:26])[CH2:22]1)=[CH:14][CH:13]=2)C1C=CC=CC=1.[Zn](CC)[CH2:41][CH3:42].[NH4+].[Cl-]. Given the product [Cl:19][C:18]1[C:17]2[C:12](=[CH:13][CH:14]=[C:15]([C:20]([OH:38])([C:32]3[N:36]([CH3:37])[N:35]=[N:34][CH:33]=3)[CH:21]3[CH2:24][N:23]([C:25]([O:27][C:28]([CH3:31])([CH3:29])[CH3:30])=[O:26])[CH2:22]3)[CH:16]=2)[N:11]=[C:10]([CH2:41][CH3:42])[C:9]=1[OH:8], predict the reactants needed to synthesize it.